This data is from Full USPTO retrosynthesis dataset with 1.9M reactions from patents (1976-2016). The task is: Predict the reactants needed to synthesize the given product. (1) The reactants are: C(N(CC)CC)C.[CH3:8][O:9][C:10]([C:12]1[N:13]=[CH:14][NH:15][CH:16]=1)=[O:11].[C:17]1([C:23](Cl)([C:30]2[CH:35]=[CH:34][CH:33]=[CH:32][CH:31]=2)[C:24]2[CH:29]=[CH:28][CH:27]=[CH:26][CH:25]=2)[CH:22]=[CH:21][CH:20]=[CH:19][CH:18]=1. Given the product [CH3:8][O:9][C:10]([C:12]1[N:13]=[CH:14][N:15]([C:23]([C:17]2[CH:22]=[CH:21][CH:20]=[CH:19][CH:18]=2)([C:30]2[CH:31]=[CH:32][CH:33]=[CH:34][CH:35]=2)[C:24]2[CH:25]=[CH:26][CH:27]=[CH:28][CH:29]=2)[CH:16]=1)=[O:11], predict the reactants needed to synthesize it. (2) The reactants are: [CH2:1]([O:3][C:4](=[O:27])[C:5]1[C:10]([F:11])=[CH:9][C:8]([N:12]2[CH2:16][CH2:15][C@H:14]([NH:17][C:18]([O:20][C:21]([CH3:24])([CH3:23])[CH3:22])=[O:19])[CH2:13]2)=[C:7]([F:25])[C:6]=1F)[CH3:2].[CH:28]1([NH2:31])[CH2:30][CH2:29]1. Given the product [CH2:1]([O:3][C:4](=[O:27])[C:5]1[C:10]([F:11])=[CH:9][C:8]([N:12]2[CH2:16][CH2:15][C@H:14]([NH:17][C:18]([O:20][C:21]([CH3:23])([CH3:24])[CH3:22])=[O:19])[CH2:13]2)=[C:7]([F:25])[C:6]=1[NH:31][CH:28]1[CH2:30][CH2:29]1)[CH3:2], predict the reactants needed to synthesize it. (3) Given the product [CH3:4][C:2]1([CH3:1])[NH:3][C:33](=[O:35])[N:7]([C:8]2[CH:13]=[CH:12][C:11]([O:14][C:15]3[C:20]4[C:21]([CH3:24])=[N:22][O:23][C:19]=4[CH:18]=[CH:17][CH:16]=3)=[CH:10][CH:9]=2)[C:5]1=[O:6], predict the reactants needed to synthesize it. The reactants are: [CH3:1][C:2]([C:5]([NH:7][C:8]1[CH:13]=[CH:12][C:11]([O:14][C:15]2[C:20]3[C:21]([CH3:24])=[N:22][O:23][C:19]=3[CH:18]=[CH:17][CH:16]=2)=[CH:10][CH:9]=1)=[O:6])([CH3:4])[NH2:3].C(N(CC)CC)C.Cl[C:33](Cl)([O:35]C(=O)OC(Cl)(Cl)Cl)Cl. (4) Given the product [C:11]([O:15][C:16](=[O:20])[CH2:17][N:18]([C:6]1[CH:5]=[C:4]([CH3:9])[N:3]=[C:2]([Cl:1])[N:7]=1)[CH3:19])([CH3:14])([CH3:13])[CH3:12], predict the reactants needed to synthesize it. The reactants are: [Cl:1][C:2]1[N:7]=[C:6](Cl)[CH:5]=[C:4]([CH3:9])[N:3]=1.Cl.[C:11]([O:15][C:16](=[O:20])[CH2:17][NH:18][CH3:19])([CH3:14])([CH3:13])[CH3:12]. (5) Given the product [C:34]([C:7]1[CH:8]=[C:9]2[C:14]([CH2:13][CH2:12][CH:11]([NH:17][C:18](=[O:19])[O:20][CH2:21][CH3:22])[CH:10]2[CH2:23][C:24]2[CH:29]=[CH:28][C:27]([Cl:30])=[C:26]([Cl:31])[CH:25]=2)=[CH:15][CH:16]=1)#[N:35], predict the reactants needed to synthesize it. The reactants are: FC(F)(F)S(O[C:7]1[CH:16]=[CH:15][C:14]2[CH2:13][CH2:12][CH:11]([NH:17][C:18]([O:20][CH2:21][CH3:22])=[O:19])[CH:10]([CH2:23][C:24]3[CH:29]=[CH:28][C:27]([Cl:30])=[C:26]([Cl:31])[CH:25]=3)[C:9]=2[CH:8]=1)(=O)=O.[CH3:34][N:35](C)C=O. (6) Given the product [F:53][C:52]([F:55])([F:54])[S:49]([O:26][C:13]1[C:14]([CH3:24])([CH3:25])[C@H:15]2[C@:10]([CH3:27])([CH2:11][CH:12]=1)[C@@H:9]1[C@:18]([CH3:23])([C@@:19]3([CH3:22])[C@H:6]([CH2:7][CH2:8]1)[C@H:5]1[C@H:28]([C:31]([CH3:33])=[CH2:32])[CH2:29][CH2:30][C@:4]1([NH:1][CH2:2][CH2:3][N:41]([C:38]1[CH:37]=[CH:36][C:35]([Cl:34])=[CH:40][N:39]=1)[S:49]([C:52]([F:53])([F:54])[F:55])(=[O:50])=[O:51])[CH2:21][CH2:20]3)[CH2:17][CH2:16]2)(=[O:51])=[O:50], predict the reactants needed to synthesize it. The reactants are: [N:1]1([C@:4]23[CH2:30][CH2:29][C@@H:28]([C:31]([CH3:33])=[CH2:32])[C@@H:5]2[C@@H:6]2[C@@:19]([CH3:22])([CH2:20][CH2:21]3)[C@@:18]3([CH3:23])[C@@H:9]([C@:10]4([CH3:27])[C@@H:15]([CH2:16][CH2:17]3)[C:14]([CH3:25])([CH3:24])[C:13](=[O:26])[CH2:12][CH2:11]4)[CH2:8][CH2:7]2)[CH2:3][CH2:2]1.[Cl:34][C:35]1[CH:36]=[CH:37][C:38]([N:41]([S:49]([C:52]([F:55])([F:54])[F:53])(=[O:51])=[O:50])S(C(F)(F)F)(=O)=O)=[N:39][CH:40]=1.C[Si]([N-][Si](C)(C)C)(C)C.[K+]. (7) Given the product [Br:19][CH2:20][CH2:21][CH2:22][CH2:23][CH2:24][CH2:25][O:13][CH2:12][CH2:11][O:10][CH2:9][C:8]1[C:7]([Cl:6])=[CH:17][CH:16]=[CH:15][C:14]=1[Cl:18], predict the reactants needed to synthesize it. The reactants are: C1COCC1.[Cl:6][C:7]1[CH:17]=[CH:16][CH:15]=[C:14]([Cl:18])[C:8]=1[CH2:9][O:10][CH2:11][CH2:12][OH:13].[Br:19][CH2:20][CH2:21][CH2:22][CH2:23][CH2:24][CH2:25]Br.CCOC(C)=O.CCCCCC. (8) Given the product [NH2:1][C:4]1[CH:5]=[CH:6][C:7]([C:10]2[CH:11]=[CH:12][C:13]([C:16](=[O:29])[CH2:17][CH:18]([C:24]([O:26][CH2:27][CH3:28])=[O:25])[C:19]([O:21][CH2:22][CH3:23])=[O:20])=[CH:14][CH:15]=2)=[CH:8][CH:9]=1, predict the reactants needed to synthesize it. The reactants are: [N+:1]([C:4]1[CH:9]=[CH:8][C:7]([C:10]2[CH:15]=[CH:14][C:13]([C:16](=[O:29])[CH2:17][CH:18]([C:24]([O:26][CH2:27][CH3:28])=[O:25])[C:19]([O:21][CH2:22][CH3:23])=[O:20])=[CH:12][CH:11]=2)=[CH:6][CH:5]=1)([O-])=O.Cl.